The task is: Predict the reaction yield, written as a fraction of the theoretical maximum amount of product (1.0 means a 100% yield; for example, 0.34 means a 34% yield).. This data is from Reaction yield outcomes from USPTO patents with 853,638 reactions. (1) The reactants are [CH2:1]([N:8]1[CH2:12][C@@H:11]([C:13]2[CH:18]=[CH:17][C:16]([Cl:19])=[CH:15][CH:14]=2)[C@H:10]([NH:20][CH3:21])[CH2:9]1)[C:2]1[CH:7]=[CH:6][CH:5]=[CH:4][CH:3]=1.C(N(CC)CC)C.[C:40]([O:39][C:37](O[C:37]([O:39][C:40]([CH3:43])([CH3:42])[CH3:41])=[O:38])=[O:38])([CH3:43])([CH3:42])[CH3:41]. The catalyst is ClCCl.CN(C)C1C=CN=CC=1.O. The product is [C:40]([O:39][C:37](=[O:38])[N:20]([C@H:10]1[C@H:11]([C:13]2[CH:18]=[CH:17][C:16]([Cl:19])=[CH:15][CH:14]=2)[CH2:12][N:8]([CH2:1][C:2]2[CH:7]=[CH:6][CH:5]=[CH:4][CH:3]=2)[CH2:9]1)[CH3:21])([CH3:41])([CH3:42])[CH3:43]. The yield is 0.960. (2) The reactants are [N-:1]=[N+:2]=[N-:3].[Na+].[CH3:5][O:6][C:7](=[O:17])[C:8]1[CH:13]=[CH:12][C:11]([CH2:14]Br)=[C:10]([F:16])[CH:9]=1. The catalyst is CN(C=O)C.CCOC(C)=O. The product is [CH3:5][O:6][C:7](=[O:17])[C:8]1[CH:13]=[CH:12][C:11]([CH2:14][N:1]=[N+:2]=[N-:3])=[C:10]([F:16])[CH:9]=1. The yield is 1.00. (3) The reactants are [Cl:1][C:2]1[S:6][C:5]([C:7]2[NH:8][C:9](=O)[C:10]3[CH2:15][CH2:14][CH2:13][C:11]=3[N:12]=2)=[CH:4][CH:3]=1.O=P(Cl)(Cl)[Cl:19].C([O-])(O)=O.[Na+]. No catalyst specified. The product is [Cl:19][C:9]1[C:10]2[CH2:15][CH2:14][CH2:13][C:11]=2[N:12]=[C:7]([C:5]2[S:6][C:2]([Cl:1])=[CH:3][CH:4]=2)[N:8]=1. The yield is 0.920. (4) The reactants are C(N(CC)CC)C.[CH:8]([C:10]1[C:18]2[C:13](=[CH:14][CH:15]=[C:16]([CH3:19])[CH:17]=2)[N:12](C(OC(C)(C)C)=O)[CH:11]=1)=[O:9].[CH:27](=[N:34][C:35]1[CH:40]=[CH:39][CH:38]=[C:37]([O:41][CH3:42])[CH:36]=1)[C:28]1[CH:33]=[CH:32][CH:31]=[CH:30][CH:29]=1. The catalyst is [Cl-].C([N+]1C(C)=C(CCO)SC=1)C1C=CC=CC=1.C(O)C. The product is [CH3:42][O:41][C:37]1[CH:36]=[C:35]([NH:34][CH:27]([C:28]2[CH:33]=[CH:32][CH:31]=[CH:30][CH:29]=2)[C:8]([C:10]2[C:18]3[C:13](=[CH:14][CH:15]=[C:16]([CH3:19])[CH:17]=3)[NH:12][CH:11]=2)=[O:9])[CH:40]=[CH:39][CH:38]=1. The yield is 0.140. (5) The reactants are [NH2:1][C:2]1[C:3]([NH:23][C:24]2[CH:25]=[C:26]([NH:30][C:31](=[O:37])[O:32][C:33]([CH3:36])([CH3:35])[CH3:34])[CH:27]=[CH:28][CH:29]=2)=[N:4][CH:5]=[N:6][C:7]=1[N:8]([CH2:16][C:17]1[CH:22]=[CH:21][CH:20]=[CH:19][CH:18]=1)[CH2:9][C:10]1[CH:15]=[CH:14][CH:13]=[CH:12][CH:11]=1.Cl[C:39](Cl)([O:41]C(=O)OC(Cl)(Cl)Cl)Cl. The catalyst is C(Cl)Cl. The product is [CH2:16]([N:8]([CH2:9][C:10]1[CH:11]=[CH:12][CH:13]=[CH:14][CH:15]=1)[C:7]1[N:6]=[CH:5][N:4]=[C:3]2[C:2]=1[NH:1][C:39](=[O:41])[N:23]2[C:24]1[CH:25]=[C:26]([NH:30][C:31](=[O:37])[O:32][C:33]([CH3:34])([CH3:36])[CH3:35])[CH:27]=[CH:28][CH:29]=1)[C:17]1[CH:22]=[CH:21][CH:20]=[CH:19][CH:18]=1. The yield is 0.710. (6) The reactants are C(Cl)(=O)C.C(OC(=O)[NH:11][C@H:12]1[CH2:16][CH2:15][N:14]([C:17]2[C:18]3[N:19]([CH:23]=[CH:24][N:25]=3)[CH:20]=[CH:21][N:22]=2)[CH2:13]1)(C)(C)C. The catalyst is CO. The product is [N:25]1[CH:24]=[CH:23][N:19]2[CH:20]=[CH:21][N:22]=[C:17]([N:14]3[CH2:15][CH2:16][C@H:12]([NH2:11])[CH2:13]3)[C:18]=12. The yield is 1.00.